Dataset: Full USPTO retrosynthesis dataset with 1.9M reactions from patents (1976-2016). Task: Predict the reactants needed to synthesize the given product. (1) Given the product [C:26]1([C@H:32]2[CH2:36][O:35][C:34](=[O:37])[N:33]2[C:4]([CH:1]2[CH:3]=[CH:2]2)=[O:6])[CH:27]=[CH:28][CH:29]=[CH:30][CH:31]=1, predict the reactants needed to synthesize it. The reactants are: [CH:1]1([C:4]([OH:6])=O)[CH:3]=[CH:2]1.C(=O)=O.C(N(CC)CC)C.C(Cl)(=O)C(C)(C)C.[Li+].[Cl-].[C:26]1([C@H:32]2[CH2:36][O:35][C:34](=[O:37])[NH:33]2)[CH:31]=[CH:30][CH:29]=[CH:28][CH:27]=1. (2) Given the product [CH2:26]([O:25][C:23](=[O:24])[CH2:22][C:17]1([CH2:18][CH2:19][CH3:20])[C:10]2[NH:11][C:3]3[C:4]([C:9]=2[CH2:12][CH2:13][O:21]1)=[C:5]([Br:8])[CH:6]=[CH:7][C:2]=3[CH3:1])[CH3:27], predict the reactants needed to synthesize it. The reactants are: [CH3:1][C:2]1[CH:7]=[CH:6][C:5]([Br:8])=[C:4]2[C:9]([CH2:12][CH:13](N)CO)=[CH:10][NH:11][C:3]=12.[C:17]([CH2:22][C:23]([O:25][CH2:26][CH3:27])=[O:24])(=[O:21])[CH2:18][CH2:19][CH3:20].B(F)(F)F.CCOCC. (3) Given the product [NH2:54][C:55]1[CH:60]=[CH:59][CH:58]=[CH:57][C:56]=1[NH:61][C:62](=[O:75])[C:63]1[CH:68]=[CH:67][C:66]([NH:69][CH2:70][CH2:71][CH2:72][CH2:73][NH:74][C:38]([C:39]2[C:40]([CH3:41])=[C:52]([CH:53]=[N:13][N:12]=[C:5]3[C:4]4[C:76](=[CH:9][CH:10]=[C:2]([F:1])[CH:3]=4)[NH:77][C:79]3=[O:80])[NH:49][C:50]=2[CH3:51])=[O:37])=[N:65][CH:64]=1, predict the reactants needed to synthesize it. The reactants are: [F:1][C:2]1[CH:3]=[C:4]2C(=[CH:9][CH:10]=1)NC(=O)[C:5]2=[N:12][N:13]=CC1(C)CC(C)(C(O)=O)CN1.Cl.C(N=C=NCCCN(C)C)C.[OH:37][C:38]1C2N=NNC=2[CH:41]=[CH:40][CH:39]=1.C([N:49]([CH2:52][CH3:53])[CH2:50][CH3:51])C.[NH2:54][C:55]1[CH:60]=[CH:59][CH:58]=[CH:57][C:56]=1[NH:61][C:62](=[O:75])[C:63]1[CH:68]=[CH:67][C:66]([NH:69][CH2:70][CH2:71][CH2:72][CH2:73][NH2:74])=[N:65][CH:64]=1.[CH3:76][N:77]([CH:79]=[O:80])C.